This data is from Experimentally validated miRNA-target interactions with 360,000+ pairs, plus equal number of negative samples. The task is: Binary Classification. Given a miRNA mature sequence and a target amino acid sequence, predict their likelihood of interaction. (1) The miRNA is mmu-miR-710 with sequence CCAAGUCUUGGGGAGAGUUGAG. The protein sequence of the target gene is MEEPNAAPLPSRLARLLSALFYGTCSFLIVLVNKALLTTYGFPSPIVLGIGQMATTIMILYVFKLNKIIHFPDFDKKIPGKLFPLPLLYVGNHISGLSSTSKLSLPMFTVLRKFTIPFTLLLEAIILGTQYSLNIILSVLAIVLGAFIAAGSDLTFNLEGYVFVFLNDIFTAANGVYTKQKMDPKELGKYGVLFYNACFMLIPTVIISVSTGDFQQATEFRHWKNVLFIIQFLLSCLLGFLLMYSTALCSYYNSALTTAVVGAIKNVSVAYIGMLVGGDYIFSLLNFIGLNICMAGGLRY.... Result: 1 (interaction). (2) The miRNA is mmu-miR-542-5p with sequence CUCGGGGAUCAUCAUGUCACGA. The protein sequence of the target gene is MPLFTANPFEQDVEKATNEYNTTEDWSLIMDICDRVGSTPSGAKDCLKAIMKRVNHKVPHVALQALTLLGACVANCGKIFHLEVCSRDFATEVRSVIKNKAHPKVCEKLKSLMVEWSEEFQKDPQFSLISATIKSMKEEGVTFPSAGSQTVAAAAKNGTSLNKNKEDEDIAKAIELSLQEQKQQYTETKALYPPAESQLNNKAARRVRALYDFEAVEDNELTFKHGELITVLDDSDANWWQGENHRGTGLFPSNFVTTDLSTEVETATVDKLNVIDDDVEEIKKSEPEPVYIDEGKMDRA.... Result: 0 (no interaction). (3) The miRNA is cel-miR-228-5p with sequence AAUGGCACUGCAUGAAUUCACGG. The protein sequence of the target gene is MRRLSSWRKMATAEKQKHDGRVKIGHYILGDTLGVGTFGKVKVGKHELTGHKVAVKILNRQKIRSLDVVGKIRREIQNLKLFRHPHIIKLYQVISTPSDIFMVMEYVSGGELFDYICKNGRLDEKESRRLFQQILSGVDYCHRHMVVHRDLKPENVLLDAHMNAKIADFGLSNMMSDGEFLRTSCGSPNYAAPEVISGRLYAGPEVDIWSSGVILYALLCGTLPFDDDHVPTLFKKICDGIFYTPQYLNPSVISLLKHMLQVDPMKRAAIKDIREHEWFKQDLPKYLFPEDPSYSSTMID.... Result: 0 (no interaction). (4) The miRNA is hsa-miR-6859-5p with sequence GAGAGGAACAUGGGCUCAGGACA. The protein sequence of the target gene is MVARRKGERVVRKNEVENVQQRACANRRERQRTKELNDAFTLLRKLIPSMPSDKMSKIHTLRIATDYISFLDEMQKNGCKLYGHSIFDEKRGYNLQSAFNMWRGNNGYTPIAGPSQLPPLQSAHIPPPAPSSIPPHCLMPQPWYQTCPPPKQEFHELCPISTPNPNSNPNQLTPIHWQ. Result: 0 (no interaction).